This data is from Catalyst prediction with 721,799 reactions and 888 catalyst types from USPTO. The task is: Predict which catalyst facilitates the given reaction. (1) Reactant: Br[CH2:2][CH2:3][CH2:4][CH2:5][CH2:6][C:7]([O:9][CH2:10][CH3:11])=[O:8].[N-:12]=[N+:13]=[N-:14].[Na+].O. Product: [N:12]([CH2:2][CH2:3][CH2:4][CH2:5][CH2:6][C:7]([O:9][CH2:10][CH3:11])=[O:8])=[N+:13]=[N-:14]. The catalyst class is: 5. (2) Reactant: O=C1CCC(=O)N1O[C:9](=[O:32])[C@H:10]([CH2:22][C:23]1[C:31]2[C:26](=[CH:27][CH:28]=[CH:29][CH:30]=2)[NH:25][CH:24]=1)[NH:11][C:12]([O:14][CH2:15][C:16]1[CH:21]=[CH:20][CH:19]=[CH:18][CH:17]=1)=[O:13].[NH3:33]. Product: [CH2:15]([O:14][C:12]([NH:11][C@H:10]([C:9]([NH2:33])=[O:32])[CH2:22][C:23]1[C:31]2[C:26](=[CH:27][CH:28]=[CH:29][CH:30]=2)[NH:25][CH:24]=1)=[O:13])[C:16]1[CH:17]=[CH:18][CH:19]=[CH:20][CH:21]=1. The catalyst class is: 1. (3) Reactant: [C:1]([C:3]1[CH:8]=[CH:7][C:6]([N:9]([CH2:21][C:22]2[CH:27]=[CH:26][CH:25]=[CH:24][C:23]=2[C:28]([F:31])([F:30])[F:29])[C@H:10]2[CH2:14][CH2:13][N:12]([CH2:15][C:16](OCC)=[O:17])[CH2:11]2)=[CH:5][C:4]=1[C:32]([F:35])([F:34])[F:33])#[N:2].[H-].[H-].[H-].[H-].[Li+].[Al+3]. Product: [OH:17][CH2:16][CH2:15][N:12]1[CH2:13][CH2:14][C@H:10]([N:9]([CH2:21][C:22]2[CH:27]=[CH:26][CH:25]=[CH:24][C:23]=2[C:28]([F:31])([F:29])[F:30])[C:6]2[CH:7]=[CH:8][C:3]([C:1]#[N:2])=[C:4]([C:32]([F:33])([F:34])[F:35])[CH:5]=2)[CH2:11]1. The catalyst class is: 28. (4) Reactant: [C:1]([C:5]1[CH:6]=[CH:7][C:8]2[O:12][C:11]([N:13]3[CH2:19][CH2:18][CH2:17][NH:16][CH2:15][CH2:14]3)=[N:10][C:9]=2[CH:20]=1)([CH3:4])([CH3:3])[CH3:2].C(N(CC)C(C)C)(C)C.[N:30]1([C:36](Cl)=[O:37])[CH2:35][CH2:34][O:33][CH2:32][CH2:31]1. Product: [C:1]([C:5]1[CH:6]=[CH:7][C:8]2[O:12][C:11]([N:13]3[CH2:19][CH2:18][CH2:17][N:16]([C:36]([N:30]4[CH2:35][CH2:34][O:33][CH2:32][CH2:31]4)=[O:37])[CH2:15][CH2:14]3)=[N:10][C:9]=2[CH:20]=1)([CH3:4])([CH3:2])[CH3:3]. The catalyst class is: 4.